This data is from Catalyst prediction with 721,799 reactions and 888 catalyst types from USPTO. The task is: Predict which catalyst facilitates the given reaction. (1) Reactant: Cl[C:2]1[N:7]=[CH:6][C:5]([C:8]([O:10][CH3:11])=[O:9])=[CH:4][N:3]=1.[F:12][C:13]1[CH:18]=[CH:17][C:16]([C:19]([CH3:23])([CH3:22])[CH2:20][NH2:21])=[CH:15][CH:14]=1.CCN(C(C)C)C(C)C. Product: [F:12][C:13]1[CH:14]=[CH:15][C:16]([C:19]([CH3:23])([CH3:22])[CH2:20][NH:21][C:2]2[N:7]=[CH:6][C:5]([C:8]([O:10][CH3:11])=[O:9])=[CH:4][N:3]=2)=[CH:17][CH:18]=1. The catalyst class is: 11. (2) Reactant: CO.C(OC([NH:10][CH:11]([CH2:14][CH2:15][CH2:16][C:17]1[CH:22]=[CH:21][C:20]([S:23][C:24]2[CH:29]=[CH:28][CH:27]=[C:26]([C:30]([F:33])([F:32])[F:31])[CH:25]=2)=[CH:19][C:18]=1[Cl:34])[CH2:12][OH:13])=O)(C)(C)C. Product: [ClH:34].[NH2:10][CH:11]([CH2:14][CH2:15][CH2:16][C:17]1[CH:22]=[CH:21][C:20]([S:23][C:24]2[CH:29]=[CH:28][CH:27]=[C:26]([C:30]([F:33])([F:31])[F:32])[CH:25]=2)=[CH:19][C:18]=1[Cl:34])[CH2:12][OH:13]. The catalyst class is: 13. (3) Reactant: [Cl:1][C:2]1[CH:3]=[C:4]([N:8]2[C:12]3[C:13](=[O:24])[N:14]([C:17]4[CH:22]=[CH:21][C:20](I)=[CH:19][CH:18]=4)[CH2:15][CH2:16][C:11]=3[C:10]([S:25]([CH3:28])(=[O:27])=[O:26])=[N:9]2)[CH:5]=[CH:6][CH:7]=1.[C:29](=[O:32])([O-])[O-].[K+].[K+].[N:35]1C2[C:39](=CC=[C:39]3C=2[N:35]=[CH:36][CH:37]=[CH:38]3)[CH:38]=[CH:37][CH:36]=1.[OH-].[NH4+]. Product: [Cl:1][C:2]1[CH:3]=[C:4]([N:8]2[C:12]3[C:13](=[O:24])[N:14]([C:17]4[CH:22]=[CH:21][C:20]([N:35]5[CH2:36][CH2:37][CH2:38][CH2:39][C:29]5=[O:32])=[CH:19][CH:18]=4)[CH2:15][CH2:16][C:11]=3[C:10]([S:25]([CH3:28])(=[O:27])=[O:26])=[N:9]2)[CH:5]=[CH:6][CH:7]=1. The catalyst class is: 4. (4) Reactant: [CH3:1][N:2]([CH2:9][CH2:10][O:11][C:12]1[CH:25]=[CH:24][C:15]([CH2:16][CH:17]2[S:21][C:20](=[O:22])[NH:19][C:18]2=[O:23])=[CH:14][CH:13]=1)[C:3]1[CH:8]=[CH:7][CH:6]=[CH:5][N:4]=1.[IH:26].I.S1CC(=O)NC1=O. Product: [OH2:11].[IH:26].[CH3:1][N:2]([CH2:9][CH2:10][O:11][C:12]1[CH:25]=[CH:24][C:15]([CH2:16][CH:17]2[S:21][C:20](=[O:22])[NH:19][C:18]2=[O:23])=[CH:14][CH:13]=1)[C:3]1[CH:8]=[CH:7][CH:6]=[CH:5][N:4]=1. The catalyst class is: 6. (5) The catalyst class is: 58. Reactant: C(OCC(Cl)(Cl)Cl)=O.ClC(Cl)(Cl)C[O:12][C:13](=O)[NH:14][C:15]1[CH:20]=[C:19]([N:21]2[C:25]3[CH:26]=[CH:27][CH:28]=[CH:29][C:24]=3[N:23]([CH3:30])[C:22]2=[O:31])[CH:18]=[CH:17][N:16]=1.ClC(Cl)(Cl)COC(N(C1C=C(N2C3C=CC=CC=3N(C)C2=O)C=CN=1)C(OCC(Cl)(Cl)Cl)=O)=O.[N:69]1[CH:74]=[CH:73][CH:72]=[CH:71][C:70]=1[CH2:75][NH2:76].C(N(C(C)C)CC)(C)C. Product: [CH3:30][N:23]1[C:24]2[CH:29]=[CH:28][CH:27]=[CH:26][C:25]=2[N:21]([C:19]2[CH:18]=[CH:17][N:16]=[C:15]([NH:14][C:13]([NH:76][CH2:75][C:70]3[CH:71]=[CH:72][CH:73]=[CH:74][N:69]=3)=[O:12])[CH:20]=2)[C:22]1=[O:31]. (6) Reactant: [F:1][C:2]([F:30])([F:29])[C:3]1[CH:28]=[CH:27][C:6]([O:7][CH2:8][CH2:9][CH2:10][O:11][C:12]2[CH:17]=[CH:16][C:15]([CH:18]([C:24]#[C:25][CH3:26])[CH2:19][C:20]([O:22]C)=[O:21])=[CH:14][CH:13]=2)=[CH:5][CH:4]=1.Cl.O. Product: [F:1][C:2]([F:29])([F:30])[C:3]1[CH:4]=[CH:5][C:6]([O:7][CH2:8][CH2:9][CH2:10][O:11][C:12]2[CH:17]=[CH:16][C:15]([CH:18]([C:24]#[C:25][CH3:26])[CH2:19][C:20]([OH:22])=[O:21])=[CH:14][CH:13]=2)=[CH:27][CH:28]=1. The catalyst class is: 36.